From a dataset of Full USPTO retrosynthesis dataset with 1.9M reactions from patents (1976-2016). Predict the reactants needed to synthesize the given product. Given the product [Br:9][C:10]1[CH:15]=[CH:14][C:13]([CH:3]([C:2]([CH3:8])([CH3:7])[CH3:1])[C:4]([NH2:21])=[O:5])=[C:12]([Cl:17])[CH:11]=1, predict the reactants needed to synthesize it. The reactants are: [CH3:1][C:2]([CH3:8])([CH3:7])[CH2:3][C:4](Cl)=[O:5].[Br:9][C:10]1[CH:15]=[CH:14][C:13](N)=[C:12]([Cl:17])[CH:11]=1.O.C(#[N:21])C.